From a dataset of Forward reaction prediction with 1.9M reactions from USPTO patents (1976-2016). Predict the product of the given reaction. (1) The product is: [CH:1]1([CH2:7][CH2:8][CH2:9][C@@H:10]([C:19]2[O:23][N:22]=[C:21]([C:24]([N:26]3[CH2:27][CH:28]([N:30]([CH3:32])[CH3:31])[CH2:29]3)=[O:25])[N:20]=2)[CH2:11][C:12]([OH:14])=[O:13])[CH2:6][CH2:5][CH2:4][CH2:3][CH2:2]1. Given the reactants [CH:1]1([CH2:7][CH2:8][CH2:9][C@@H:10]([C:19]2[O:23][N:22]=[C:21]([C:24]([N:26]3[CH2:29][CH:28]([N:30]([CH3:32])[CH3:31])[CH2:27]3)=[O:25])[N:20]=2)[CH2:11][C:12]([O:14]C(C)(C)C)=[O:13])[CH2:6][CH2:5][CH2:4][CH2:3][CH2:2]1, predict the reaction product. (2) Given the reactants [OH:1][C:2]1[CH:18]=[CH:17][N:5]2[C:6](=[O:16])[CH:7]=[C:8]([N:10]3[CH2:15][CH2:14][O:13][CH2:12][CH2:11]3)[N:9]=[C:4]2[CH:3]=1.C(=O)([O-])[O-].[K+].[K+].[Cl:25][C:26]1[CH:33]=[CH:32][CH:31]=[CH:30][C:27]=1[CH2:28]Br, predict the reaction product. The product is: [Cl:25][C:26]1[CH:33]=[CH:32][CH:31]=[CH:30][C:27]=1[CH2:28][O:1][C:2]1[CH:18]=[CH:17][N:5]2[C:6](=[O:16])[CH:7]=[C:8]([N:10]3[CH2:11][CH2:12][O:13][CH2:14][CH2:15]3)[N:9]=[C:4]2[CH:3]=1. (3) Given the reactants [CH3:1][N:2]1[C:6]2[CH:7]=[CH:8][C:9]([N+:11]([O-:13])=[O:12])=[CH:10][C:5]=2[N:4]=[C:3]1[NH:14][C:15]1[CH:20]=[CH:19][CH:18]=[CH:17][CH:16]=1.C(=O)([O-])[O-].[Cs+].[Cs+].[C:27](O[C:27]([O:29][C:30]([CH3:33])([CH3:32])[CH3:31])=[O:28])([O:29][C:30]([CH3:33])([CH3:32])[CH3:31])=[O:28], predict the reaction product. The product is: [CH3:1][N:2]1[C:6]2[CH:7]=[CH:8][C:9]([N+:11]([O-:13])=[O:12])=[CH:10][C:5]=2[N:4]=[C:3]1[N:14]([C:15]1[CH:16]=[CH:17][CH:18]=[CH:19][CH:20]=1)[C:27](=[O:28])[O:29][C:30]([CH3:33])([CH3:32])[CH3:31]. (4) Given the reactants [Mg].Br[C:3]12[CH2:12][CH:7]3[CH2:8][CH:9]([CH2:11][CH:5]([CH2:6]3)[CH2:4]1)[CH2:10]2.[P:13]([Cl:16])(Cl)Cl, predict the reaction product. The product is: [C:3]12([P:13]([C:3]34[CH2:12][CH:7]5[CH2:8][CH:9]([CH2:11][CH:5]([CH2:6]5)[CH2:4]3)[CH2:10]4)[Cl:16])[CH2:12][CH:7]3[CH2:8][CH:9]([CH2:11][CH:5]([CH2:6]3)[CH2:4]1)[CH2:10]2.